From a dataset of Reaction yield outcomes from USPTO patents with 853,638 reactions. Predict the reaction yield, written as a fraction of the theoretical maximum amount of product (1.0 means a 100% yield; for example, 0.34 means a 34% yield). (1) The reactants are [CH2:1]([O:3][C:4](=[O:28])[CH2:5][NH:6][CH2:7][C:8]1[CH:13]=[CH:12][CH:11]=[C:10]([O:14][CH2:15][CH2:16][C:17]2[N:18]=[C:19]([C:22]3[CH:27]=[CH:26][CH:25]=[CH:24][CH:23]=3)[O:20][CH:21]=2)[CH:9]=1)[CH3:2].[CH3:29][N:30]([CH3:35])[S:31](Cl)(=[O:33])=[O:32].C(N(CC)CC)C. No catalyst specified. The product is [CH2:1]([O:3][C:4](=[O:28])[CH2:5][N:6]([S:31]([N:30]([CH3:35])[CH3:29])(=[O:33])=[O:32])[CH2:7][C:8]1[CH:13]=[CH:12][CH:11]=[C:10]([O:14][CH2:15][CH2:16][C:17]2[N:18]=[C:19]([C:22]3[CH:23]=[CH:24][CH:25]=[CH:26][CH:27]=3)[O:20][CH:21]=2)[CH:9]=1)[CH3:2]. The yield is 0.770. (2) The reactants are Cl.[NH2:2][C@@H:3]([C:5]1[CH:6]=[C:7]([CH:10]=[CH:11][CH:12]=1)[C:8]#[N:9])[CH3:4].[C:13]([O:17][CH2:18][CH3:19])(=[O:16])CO.C[O-].[Na+].C1N=CN(C(N2C=NC=C2)=[O:29])C=1. The catalyst is [Cl-].[Na+].O. The product is [O:16]=[C:13]1[N:2]([C@@H:3]([C:5]2[CH:6]=[C:7]([CH:10]=[CH:11][CH:12]=2)[C:8]#[N:9])[CH3:4])[C:19](=[O:29])[CH2:18][O:17]1. The yield is 0.530. (3) The reactants are C(N(CC)CC)C.[OH:8][C:9]1[CH:10]=[CH:11][CH:12]=[C:13]2[C:18]=1[O:17][C:16]([N:19]1[CH2:24][CH2:23][O:22][CH2:21][CH2:20]1)=[CH:15][C:14]2=[O:25].C1(N([S:33]([C:36]([F:39])([F:38])[F:37])(=[O:35])=[O:34])[S:33]([C:36]([F:39])([F:38])[F:37])(=[O:35])=[O:34])C=CC=CC=1.O. The catalyst is C1COCC1. The product is [N:19]1([C:16]2[O:17][C:18]3[C:13]([C:14](=[O:25])[CH:15]=2)=[CH:12][CH:11]=[CH:10][C:9]=3[O:8][S:33]([C:36]([F:39])([F:38])[F:37])(=[O:35])=[O:34])[CH2:20][CH2:21][O:22][CH2:23][CH2:24]1. The yield is 0.530. (4) The reactants are [OH-].[Li+].[CH2:3]([O:6][C:7]1[CH:12]=[CH:11][C:10]([CH2:13][CH2:14][C:15]([O:17]C)=[O:16])=[CH:9][CH:8]=1)[CH:4]=[CH2:5].Cl. The catalyst is C1COCC1.O. The product is [CH2:3]([O:6][C:7]1[CH:12]=[CH:11][C:10]([CH2:13][CH2:14][C:15]([OH:17])=[O:16])=[CH:9][CH:8]=1)[CH:4]=[CH2:5]. The yield is 1.00.